From a dataset of Reaction yield outcomes from USPTO patents with 853,638 reactions. Predict the reaction yield, written as a fraction of the theoretical maximum amount of product (1.0 means a 100% yield; for example, 0.34 means a 34% yield). (1) The reactants are [CH3:1][O:2][C:3]([NH2:5])=N.Cl.C[O:8][C:9](=O)[CH2:10][C:11]#[N:12].[CH3:14][O-].[Na+]. The catalyst is CO. The product is [CH3:1][O:2][CH:3]1[CH2:14][C:11](=[NH:12])[CH2:10][C:9](=[O:8])[NH:5]1. The yield is 0.760. (2) The reactants are [N:1]1[C:10]2[CH:9]([NH:11][CH2:12][CH2:13][CH2:14][CH2:15][N:16]3[C:24](=[O:25])[C:23]4[C:18](=[CH:19][CH:20]=[CH:21][CH:22]=4)[C:17]3=[O:26])[CH2:8][CH2:7][CH2:6][C:5]=2[CH:4]=[CH:3][CH:2]=1.C(O[BH-](O[C:37](=O)[CH3:38])OC(=O)C)(=O)C.[Na+]. The catalyst is C(Cl)Cl. The product is [N:11]1[C:9]2=[C:10]3[C:5](=[CH:6][CH:7]=[CH:8]2)[CH2:4][CH2:3][CH2:2][N:1]3[C:37]=1[CH2:38][N:11]([CH:9]1[C:10]2[N:1]=[CH:2][CH:3]=[CH:4][C:5]=2[CH2:6][CH2:7][CH2:8]1)[CH2:12][CH2:13][CH2:14][CH2:15][N:16]1[C:24](=[O:25])[C:23]2[C:18](=[CH:19][CH:20]=[CH:21][CH:22]=2)[C:17]1=[O:26]. The yield is 0.270. (3) The reactants are [Cl:1][C:2]1[CH:7]=[CH:6][C:5]([C@:8]2(O)[CH2:13][CH2:12][NH:11][CH2:10][C:9]2([CH3:15])[CH3:14])=[CH:4][CH:3]=1.C(O)(=O)[C@H]([C@@H](C(O)=O)O)O. The catalyst is Cl. The product is [Cl:1][C:2]1[CH:7]=[CH:6][C:5]([C:8]2[C:9]([CH3:15])([CH3:14])[CH2:10][NH:11][CH2:12][CH:13]=2)=[CH:4][CH:3]=1. The yield is 0.980. (4) The reactants are [Cl:1][C:2]1[N:7]=[C:6](Cl)[C:5]([CH3:9])=[C:4]([CH3:10])[N:3]=1.Cl.[F:12][C:13]1([F:20])[CH2:18][CH2:17][CH:16]([NH2:19])[CH2:15][CH2:14]1.C(N(CC)CC)C. The catalyst is CN(C)C=O. The product is [Cl:1][C:2]1[N:7]=[C:6]([NH:19][CH:16]2[CH2:17][CH2:18][C:13]([F:20])([F:12])[CH2:14][CH2:15]2)[C:5]([CH3:9])=[C:4]([CH3:10])[N:3]=1. The yield is 0.680. (5) The reactants are [C:1]([O:5][C:6]([CH:8]([CH2:13][OH:14])[C:9]([O:11][CH3:12])=[O:10])=[O:7])([CH3:4])([CH3:3])[CH3:2].CCN(C(C)C)C(C)C.[C:24](OC(=O)C)(=[O:26])[CH3:25]. The catalyst is C(Cl)Cl. The product is [C:24]([O:14][CH2:13][CH:8]([C:6]([O:5][C:1]([CH3:2])([CH3:4])[CH3:3])=[O:7])[C:9]([O:11][CH3:12])=[O:10])(=[O:26])[CH3:25]. The yield is 0.910.